Dataset: Forward reaction prediction with 1.9M reactions from USPTO patents (1976-2016). Task: Predict the product of the given reaction. (1) Given the reactants Cl.Br[C:3]1[S:11][C:10]2[C:9]([NH:12][C:13]3[CH:18]=[CH:17][C:16]([O:19][CH2:20][C:21]4[CH:26]=[CH:25][CH:24]=[C:23]([F:27])[CH:22]=4)=[C:15]([Cl:28])[CH:14]=3)=[N:8][CH:7]=[N:6][C:5]=2[CH:4]=1.[CH2:29](N(CC)CC)[CH3:30].C[Si](C#C)(C)C.CCCC[N+](CCCC)(CCCC)CCCC.[F-], predict the reaction product. The product is: [Cl:28][C:15]1[CH:14]=[C:13]([NH:12][C:9]2[C:10]3[S:11][C:3]([C:29]#[CH:30])=[CH:4][C:5]=3[N:6]=[CH:7][N:8]=2)[CH:18]=[CH:17][C:16]=1[O:19][CH2:20][C:21]1[CH:26]=[CH:25][CH:24]=[C:23]([F:27])[CH:22]=1. (2) Given the reactants Cl[CH2:2][CH2:3][O:4][C:5]1[CH:10]=[CH:9][C:8](/[C:11](/[C:22]2[CH:27]=[CH:26][C:25]([OH:28])=[CH:24][CH:23]=2)=[C:12](\[C:15]2[CH:16]=[CH:17][C:18]([OH:21])=[N:19][CH:20]=2)/[CH2:13][CH3:14])=[CH:7][CH:6]=1.[CH3:29][NH2:30], predict the reaction product. The product is: [OH:28][C:25]1[CH:26]=[CH:27][C:22](/[C:11](/[C:8]2[CH:9]=[CH:10][C:5]([O:4][CH2:3][CH2:2][NH:30][CH3:29])=[CH:6][CH:7]=2)=[C:12](/[C:15]2[CH:16]=[CH:17][C:18]([OH:21])=[N:19][CH:20]=2)\[CH2:13][CH3:14])=[CH:23][CH:24]=1. (3) Given the reactants [NH2:1][C@@H:2]1[CH2:6][CH2:5][N:4]([C:7]2[C:16]3[C:11](=[CH:12][C:13]([CH3:17])=[CH:14][CH:15]=3)[N:10]=[C:9]([C:18]3[CH:23]=[CH:22][CH:21]=[CH:20][C:19]=3[OH:24])[N:8]=2)[CH2:3]1.C(N(CC)CC)C.[O:32]=[C:33]1[NH:37][CH:36]([C:38](O)=[O:39])[CH2:35][CH2:34]1.F[P-](F)(F)(F)(F)F.N1(O[P+](N(C)C)(N(C)C)N(C)C)C2C=CC=CC=2N=N1, predict the reaction product. The product is: [OH:24][C:19]1[CH:20]=[CH:21][CH:22]=[CH:23][C:18]=1[C:9]1[N:8]=[C:7]([N:4]2[CH2:5][CH2:6][CH:2]([NH:1][C:38]([C@H:36]3[CH2:35][CH2:34][C:33](=[O:32])[NH:37]3)=[O:39])[CH2:3]2)[C:16]2[C:11](=[CH:12][C:13]([CH3:17])=[CH:14][CH:15]=2)[N:10]=1. (4) The product is: [CH3:1][O:2][C:3]1[CH:4]=[CH:5][C:6]2[N:11]=[CH:10][C:9](=[O:12])[N:8]([C:13]3[N:22]=[CH:21][C:20]4[CH2:19][CH:18]([NH:23][C:24](=[O:30])[O:25][C:26]([CH3:27])([CH3:29])[CH3:28])[CH2:17][CH2:16][C:15]=4[N:14]=3)[C:7]=2[N:31]=1. Given the reactants [CH3:1][O:2][C:3]1[CH:4]=[CH:5][C:6]2[NH:11][CH2:10][C:9](=[O:12])[N:8]([C:13]3[N:22]=[CH:21][C:20]4[CH2:19][CH:18]([NH:23][C:24](=[O:30])[O:25][C:26]([CH3:29])([CH3:28])[CH3:27])[CH2:17][CH2:16][C:15]=4[N:14]=3)[C:7]=2[N:31]=1, predict the reaction product. (5) The product is: [C:22]([O:21][CH:7]([CH2:8]/[CH:9]=[C:10](\[CH3:17])/[CH2:11][CH2:12][CH:13]=[C:14]([CH3:16])[CH3:15])[C:18](=[O:20])[CH3:19])(=[O:24])[CH3:23]. Given the reactants C(OC(=O)[C:7]([O:21][C:22](=[O:24])[CH3:23])([C:18](=[O:20])[CH3:19])[CH2:8]/[CH:9]=[C:10](\[CH3:17])/[CH2:11][CH2:12][CH:13]=[C:14]([CH3:16])[CH3:15])(C)(C)C.[Li+].[Cl-], predict the reaction product. (6) Given the reactants F[C:2]1[N:7]=[C:6]([C:8]2[C:16]3[C:11](=[CH:12][N:13]=[C:14]([C:17]4[CH:18]=[N:19][CH:20]=[CH:21][CH:22]=4)[CH:15]=3)[N:10](C3CCCCO3)[N:9]=2)[CH:5]=[CH:4][CH:3]=1.[NH:29]1[CH2:34][CH2:33][CH2:32][C@@H:31]([NH:35]C(=O)OCC2C=CC=CC=2)[CH2:30]1, predict the reaction product. The product is: [N:19]1[CH:20]=[CH:21][CH:22]=[C:17]([C:14]2[CH:15]=[C:16]3[C:8]([C:6]4[N:7]=[C:2]([N:29]5[CH2:34][CH2:33][CH2:32][C@@H:31]([NH2:35])[CH2:30]5)[CH:3]=[CH:4][CH:5]=4)=[N:9][NH:10][C:11]3=[CH:12][N:13]=2)[CH:18]=1. (7) Given the reactants Br[C:2]1[CH:9]=[CH:8][CH:7]=[CH:6][C:3]=1[CH:4]=[O:5].C(=O)([O-])[O-].[Na+].[Na+].[S:16]1[CH:20]=[CH:19][CH:18]=[C:17]1B(O)O, predict the reaction product. The product is: [S:16]1[CH:20]=[CH:19][CH:18]=[C:17]1[C:2]1[CH:9]=[CH:8][CH:7]=[CH:6][C:3]=1[CH:4]=[O:5]. (8) Given the reactants [F:1][C:2]1[C:3]([O:24][CH3:25])=[C:4]([C:8]([CH3:23])([CH3:22])[CH2:9][C:10]([C:18]([F:21])([F:20])[F:19])([O:13][Si](C)(C)C)[CH2:11][OH:12])[CH:5]=[CH:6][CH:7]=1.[N+](CCCC)(CCCC)(CCCC)CCCC.[F-].O.O.O.O, predict the reaction product. The product is: [F:1][C:2]1[C:3]([O:24][CH3:25])=[C:4]([C:8]([CH3:23])([CH3:22])[CH2:9][C:10]([C:18]([F:21])([F:20])[F:19])([OH:13])[CH2:11][OH:12])[CH:5]=[CH:6][CH:7]=1. (9) Given the reactants FC(F)(F)C(O)=O.[CH3:8][N:9]1[C:21]2[CH2:20][NH:19][CH2:18][CH2:17][C:16]=2[C:15]2[C:10]1=[CH:11][CH:12]=[CH:13][CH:14]=2.[Na+].[I-].C([O-])([O-])=O.[K+].[K+].Cl[CH2:31][C:32]([N:34]1[CH2:39][CH2:38][N:37]([CH:40]2[CH2:43][CH2:42][CH2:41]2)[CH2:36][CH2:35]1)=[O:33], predict the reaction product. The product is: [CH:40]1([N:37]2[CH2:38][CH2:39][N:34]([C:32](=[O:33])[CH2:31][N:19]3[CH2:18][CH2:17][C:16]4[C:15]5[C:10](=[CH:11][CH:12]=[CH:13][CH:14]=5)[N:9]([CH3:8])[C:21]=4[CH2:20]3)[CH2:35][CH2:36]2)[CH2:43][CH2:42][CH2:41]1.